The task is: Predict the product of the given reaction.. This data is from Forward reaction prediction with 1.9M reactions from USPTO patents (1976-2016). The product is: [Cl:40][C:34]1[C:33]([CH3:41])=[C:32]([NH:31][C@@H:10]([C:11]2[O:12][C:13]([C:16]3[CH:21]=[CH:20][C:19]([OH:22])=[C:18]([Cl:30])[CH:17]=3)=[N:14][N:15]=2)[C@@H:9]([OH:8])[CH3:42])[CH:39]=[CH:38][C:35]=1[C:36]#[N:37]. Given the reactants [Si]([O:8][C@@H:9]([CH3:42])[C@@H:10]([NH:31][C:32]1[CH:39]=[CH:38][C:35]([C:36]#[N:37])=[C:34]([Cl:40])[C:33]=1[CH3:41])[C:11]1[O:12][C:13]([C:16]2[CH:21]=[CH:20][C:19]([O:22][Si](C(C)(C)C)(C)C)=[C:18]([Cl:30])[CH:17]=2)=[N:14][N:15]=1)(C(C)(C)C)(C)C.[F-].C([N+](CCCC)(CCCC)CCCC)CCC, predict the reaction product.